This data is from Catalyst prediction with 721,799 reactions and 888 catalyst types from USPTO. The task is: Predict which catalyst facilitates the given reaction. (1) Reactant: [Br:1][C:2]1[CH:7]=[CH:6][C:5]([N:8]=[C:9]=[O:10])=[CH:4][CH:3]=1.[CH:11]1([NH2:14])[CH2:13][CH2:12]1. Product: [Br:1][C:2]1[CH:7]=[CH:6][C:5]([NH:8][C:9]([NH:14][CH:11]2[CH2:13][CH2:12]2)=[O:10])=[CH:4][CH:3]=1. The catalyst class is: 7. (2) Reactant: [C:1]([O:5][C:6]([N:8]1[CH2:11][CH:10]([N:12]2[C:20]3[C:15](=[C:16]([Cl:21])[CH:17]=[CH:18][CH:19]=3)[C:14]([C:22]([OH:24])=O)=[CH:13]2)[CH2:9]1)=[O:7])([CH3:4])([CH3:3])[CH3:2].CN(C(ON1N=NC2C=CC=NC1=2)=[N+](C)C)C.F[P-](F)(F)(F)(F)F.CCN(C(C)C)C(C)C.[NH2:58][CH2:59][C:60]1([OH:68])[CH2:65][CH2:64][C:63]([F:67])([F:66])[CH2:62][CH2:61]1. Product: [Cl:21][C:16]1[CH:17]=[CH:18][CH:19]=[C:20]2[C:15]=1[C:14]([C:22](=[O:24])[NH:58][CH2:59][C:60]1([OH:68])[CH2:61][CH2:62][C:63]([F:67])([F:66])[CH2:64][CH2:65]1)=[CH:13][N:12]2[CH:10]1[CH2:9][N:8]([C:6]([O:5][C:1]([CH3:2])([CH3:4])[CH3:3])=[O:7])[CH2:11]1. The catalyst class is: 3.